From a dataset of Forward reaction prediction with 1.9M reactions from USPTO patents (1976-2016). Predict the product of the given reaction. Given the reactants [N:1]1([CH2:6][CH2:7][O:8][CH2:9][CH2:10][CH:11]([OH:14])[CH2:12][OH:13])[CH2:5][CH2:4][CH2:3][CH2:2]1.[H-].[Na+].CS(O[CH2:22][CH2:23][CH2:24][CH2:25][CH2:26][CH2:27][CH2:28][CH2:29]/[CH:30]=[CH:31]\[CH2:32]/[CH:33]=[CH:34]\[CH2:35][CH2:36][CH2:37][CH2:38][CH3:39])(=O)=O, predict the reaction product. The product is: [CH2:22]([O:14][CH:11]([CH2:12][O:13][CH2:22][CH2:23][CH2:24][CH2:25][CH2:26][CH2:27][CH2:28][CH2:29]/[CH:30]=[CH:31]\[CH2:32]/[CH:33]=[CH:34]\[CH2:35][CH2:36][CH2:37][CH2:38][CH3:39])[CH2:10][CH2:9][O:8][CH2:7][CH2:6][N:1]1[CH2:2][CH2:3][CH2:4][CH2:5]1)[CH2:23][CH2:24][CH2:25][CH2:26][CH2:27][CH2:28][CH2:29]/[CH:30]=[CH:31]\[CH2:32]/[CH:33]=[CH:34]\[CH2:35][CH2:36][CH2:37][CH2:38][CH3:39].